Predict the product of the given reaction. From a dataset of Forward reaction prediction with 1.9M reactions from USPTO patents (1976-2016). (1) Given the reactants Cl.[NH2:2][C@H:3]([CH2:15][C:16]1[CH:21]=[CH:20][C:19]([C:22]2[CH:27]=[CH:26][CH:25]=[C:24]([Cl:28])[CH:23]=2)=[CH:18][CH:17]=1)[CH2:4][C:5]([O:7][CH2:8][C:9]1[CH:14]=[CH:13][CH:12]=[CH:11][CH:10]=1)=[O:6].[CH2:29]([O:31][C:32](=[O:38])/[CH:33]=[CH:34]/[C:35](O)=[O:36])[CH3:30].CCN=C=NCCCN(C)C.Cl.CCN(C(C)C)C(C)C.C1C=NC2N(O)N=NC=2C=1, predict the reaction product. The product is: [CH2:8]([O:7][C:5](=[O:6])[CH2:4][C@H:3]([NH:2][C:35](=[O:36])/[CH:34]=[CH:33]/[C:32]([O:31][CH2:29][CH3:30])=[O:38])[CH2:15][C:16]1[CH:17]=[CH:18][C:19]([C:22]2[CH:27]=[CH:26][CH:25]=[C:24]([Cl:28])[CH:23]=2)=[CH:20][CH:21]=1)[C:9]1[CH:10]=[CH:11][CH:12]=[CH:13][CH:14]=1. (2) Given the reactants [Cl:1][C:2]1[CH:16]=[CH:15][C:5]2[CH:6]([CH2:9][C:10](OCC)=[O:11])[O:7][CH2:8][C:4]=2[CH:3]=1.[H-].C([Al+]CC(C)C)C(C)C.[BH4-].[Na+], predict the reaction product. The product is: [Cl:1][C:2]1[CH:16]=[CH:15][C:5]2[CH:6]([CH2:9][CH2:10][OH:11])[O:7][CH2:8][C:4]=2[CH:3]=1. (3) Given the reactants [CH2:1]([Li])CCC.C(NC(C)C)(C)C.[CH:13]1([CH:18]([C:24]2[S:25][C:26]([Si:29]([CH3:32])([CH3:31])[CH3:30])=[CH:27][CH:28]=2)[C:19]([O:21][CH2:22][CH3:23])=[O:20])[CH2:17][CH2:16][CH2:15][CH2:14]1.IC, predict the reaction product. The product is: [CH:13]1([C:18]([C:24]2[S:25][C:26]([Si:29]([CH3:30])([CH3:32])[CH3:31])=[CH:27][CH:28]=2)([CH3:1])[C:19]([O:21][CH2:22][CH3:23])=[O:20])[CH2:17][CH2:16][CH2:15][CH2:14]1.